This data is from Forward reaction prediction with 1.9M reactions from USPTO patents (1976-2016). The task is: Predict the product of the given reaction. (1) Given the reactants [OH:1][CH2:2][CH2:3][N:4]([CH2:17][C:18]([F:21])([F:20])[F:19])[C:5]1[CH:12]=[CH:11][C:8]([C:9]#[N:10])=[C:7]([C:13]([F:16])([F:15])[F:14])[CH:6]=1.O[C:23]1[CH:28]=[CH:27][C:26]([CH2:29][CH2:30][C:31](=[O:33])[CH3:32])=[CH:25][CH:24]=1, predict the reaction product. The product is: [O:33]=[C:31]([CH3:32])[CH2:30][CH2:29][C:26]1[CH:27]=[CH:28][C:23]([O:1][CH2:2][CH2:3][N:4]([CH2:17][C:18]([F:19])([F:20])[F:21])[C:5]2[CH:12]=[CH:11][C:8]([C:9]#[N:10])=[C:7]([C:13]([F:15])([F:16])[F:14])[CH:6]=2)=[CH:24][CH:25]=1. (2) Given the reactants [CH3:1][C:2]1[CH:3]=[C:4]([C:19]2[S:23][C:22]([CH2:24][C:25]3([C:31]([O:33]CC)=[O:32])[CH2:29][CH2:28][NH:27][C:26]3=[O:30])=[N:21][CH:20]=2)[CH:5]=[C:6]([NH:8][C:9]2[N:14]=[C:13]([C:15]([F:18])([F:17])[F:16])[CH:12]=[CH:11][N:10]=2)[CH:7]=1.O1CCCC1.CO.[OH-].[Li+], predict the reaction product. The product is: [CH3:1][C:2]1[CH:3]=[C:4]([C:19]2[S:23][C:22]([CH2:24][C:25]3([C:31]([OH:33])=[O:32])[CH2:29][CH2:28][NH:27][C:26]3=[O:30])=[N:21][CH:20]=2)[CH:5]=[C:6]([NH:8][C:9]2[N:14]=[C:13]([C:15]([F:16])([F:17])[F:18])[CH:12]=[CH:11][N:10]=2)[CH:7]=1. (3) Given the reactants C[O:2][C:3]([C:5]1[S:9][C:8]([CH2:10][CH2:11][C:12]2[C:13]([C:17]3[CH:22]=[CH:21][CH:20]=[CH:19][N:18]=3)=[N:14][O:15][CH:16]=2)=[N:7][C:6]=1[CH3:23])=[O:4].O.[OH-].[Li+].CO, predict the reaction product. The product is: [CH3:23][C:6]1[N:7]=[C:8]([CH2:10][CH2:11][C:12]2[C:13]([C:17]3[CH:22]=[CH:21][CH:20]=[CH:19][N:18]=3)=[N:14][O:15][CH:16]=2)[S:9][C:5]=1[C:3]([OH:4])=[O:2]. (4) Given the reactants [NH2:1][C:2]1[CH:7]=[CH:6][C:5]([CH:8]([CH3:12])[C:9]([OH:11])=[O:10])=[CH:4][CH:3]=1.[Cl:13][CH2:14][CH2:15][O:16][C:17](Cl)=[O:18].O.O.O.O.O.O.O.O.O.O.O.O.P([O-])([O-])([O-])=O.[Na+].[Na+].[Na+].Cl.C(OC(C)C)(C)C, predict the reaction product. The product is: [Cl:13][CH2:14][CH2:15][O:16][C:17]([NH:1][C:2]1[CH:3]=[CH:4][C:5]([CH:8]([CH3:12])[C:9]([OH:11])=[O:10])=[CH:6][CH:7]=1)=[O:18]. (5) Given the reactants [CH3:1][O:2][C:3]1[CH:4]=[C:5]2[C:10](=[CH:11][C:12]=1[O:13][CH3:14])[N:9]=[CH:8][C:7]([C:15]#[N:16])=[C:6]2[CH3:17].[Li+].C[Si]([N-][Si](C)(C)C)(C)C.[N:28]1([C:33]([C:35]2[CH:36]=[C:37]([O:41][C@@H:42]3[CH2:47][CH2:46][CH2:45][N:44]([C:48]([O:50][C:51]([CH3:54])([CH3:53])[CH3:52])=[O:49])[CH2:43]3)[CH:38]=[N:39][CH:40]=2)=O)C=CN=C1, predict the reaction product. The product is: [NH2:16][C:15]1[N:28]=[C:33]([C:35]2[CH:36]=[C:37]([O:41][C@@H:42]3[CH2:47][CH2:46][CH2:45][N:44]([C:48]([O:50][C:51]([CH3:54])([CH3:53])[CH3:52])=[O:49])[CH2:43]3)[CH:38]=[N:39][CH:40]=2)[CH:17]=[C:6]2[C:7]=1[CH:8]=[N:9][C:10]1[CH:11]=[C:12]([O:13][CH3:14])[C:3]([O:2][CH3:1])=[CH:4][C:5]2=1. (6) Given the reactants [CH3:1][C:2]12[CH2:12][CH:6]3[CH2:7][C:8]([CH3:11])([CH2:10][C:4]([C:14](O)=[O:15])([CH:5]3[CH3:13])[CH2:3]1)[CH2:9]2, predict the reaction product. The product is: [CH3:11][C:8]12[CH2:7][CH:6]3[CH2:12][C:2]([CH3:1])([CH2:3][C:4]([CH2:14][OH:15])([CH:5]3[CH3:13])[CH2:10]1)[CH2:9]2.